From a dataset of Peptide-MHC class I binding affinity with 185,985 pairs from IEDB/IMGT. Regression. Given a peptide amino acid sequence and an MHC pseudo amino acid sequence, predict their binding affinity value. This is MHC class I binding data. The peptide sequence is RPVLFRYTR. The MHC is HLA-A31:01 with pseudo-sequence HLA-A31:01. The binding affinity (normalized) is 0.442.